From a dataset of Catalyst prediction with 721,799 reactions and 888 catalyst types from USPTO. Predict which catalyst facilitates the given reaction. Reactant: C1(C(C2C=CC=CC=2)[N:8]2[CH2:11][CH:10]([N:12]3[CH2:17][CH2:16][O:15][CH2:14][C@H:13]3[CH2:18][CH2:19][OH:20])[CH2:9]2)C=CC=CC=1.C(O)(=O)C. Product: [NH:8]1[CH2:9][CH:10]([N:12]2[CH2:17][CH2:16][O:15][CH2:14][C@H:13]2[CH2:18][CH2:19][OH:20])[CH2:11]1. The catalyst class is: 421.